From a dataset of Reaction yield outcomes from USPTO patents with 853,638 reactions. Predict the reaction yield, written as a fraction of the theoretical maximum amount of product (1.0 means a 100% yield; for example, 0.34 means a 34% yield). (1) The product is [N:10]1([C:2]2[CH:9]=[CH:8][C:5]([C:6]#[N:7])=[CH:4][CH:3]=2)[CH2:15][CH2:14][O:13][CH2:12][CH2:11]1. The reactants are F[C:2]1[CH:9]=[CH:8][C:5]([C:6]#[N:7])=[CH:4][CH:3]=1.[NH:10]1[CH2:15][CH2:14][O:13][CH2:12][CH2:11]1.O. The yield is 0.800. The catalyst is CS(C)=O. (2) The reactants are C([O-])([O-])=O.[Cs+].[Cs+].[CH2:7]([O:14][C:15](=[O:35])[NH:16][CH:17]1[CH2:29][C:28]2[C:27]3[C:22](=[CH:23][CH:24]=[C:25]([O:30][C:31]([F:34])([F:33])[F:32])[CH:26]=3)[NH:21][C:20]=2[CH2:19][CH2:18]1)[C:8]1[CH:13]=[CH:12][CH:11]=[CH:10][CH:9]=1.Br[CH2:37][C:38]1[CH:43]=[CH:42][CH:41]=[C:40]([F:44])[N:39]=1. The catalyst is CN(C=O)C.CCOC(C)=O. The product is [CH2:7]([O:14][C:15](=[O:35])[NH:16][CH:17]1[CH2:29][C:28]2[C:27]3[C:22](=[CH:23][CH:24]=[C:25]([O:30][C:31]([F:34])([F:32])[F:33])[CH:26]=3)[N:21]([CH2:37][C:38]3[CH:43]=[CH:42][CH:41]=[C:40]([F:44])[N:39]=3)[C:20]=2[CH2:19][CH2:18]1)[C:8]1[CH:9]=[CH:10][CH:11]=[CH:12][CH:13]=1. The yield is 0.560. (3) The reactants are [Cl:1][C:2]1[CH:26]=[C:25]([Cl:27])[CH:24]=[CH:23][C:3]=1[CH2:4][N:5]1[C:9]([CH2:10][CH2:11][C:12]([OH:14])=O)=[CH:8][C:7]([O:15][CH2:16][C:17]2[CH:22]=[CH:21][CH:20]=[CH:19][N:18]=2)=[N:6]1.[CH2:28]([S:33]([NH2:36])(=[O:35])=[O:34])[CH2:29][CH2:30][CH2:31][CH3:32].N12CCCN=C1CCCCC2. The catalyst is CN(C)C=O. The product is [ClH:1].[Cl:1][C:2]1[CH:26]=[C:25]([Cl:27])[CH:24]=[CH:23][C:3]=1[CH2:4][N:5]1[C:9]([CH2:10][CH2:11][C:12]([NH:36][S:33]([CH2:28][CH2:29][CH2:30][CH2:31][CH3:32])(=[O:35])=[O:34])=[O:14])=[CH:8][C:7]([O:15][CH2:16][C:17]2[CH:22]=[CH:21][CH:20]=[CH:19][N:18]=2)=[N:6]1. The yield is 0.460. (4) The reactants are [CH3:1][O:2][C:3]1[C:8]([CH3:9])=[CH:7][C:6]([CH3:10])=[CH:5][C:4]=1[OH:11].FC(F)(F)S(O)(=O)=O. The catalyst is CCCCCCC. The product is [CH3:1][O:2][C:3]1[C:4]2[O:11][C:6]([CH3:10])([CH3:7])[CH2:5][C:5]=2[C:6]([CH3:10])=[CH:7][C:8]=1[CH3:9]. The yield is 1.00. (5) The reactants are [C:1]([O:7][CH2:8][CH3:9])(=[O:6])[CH2:2][C:3]([CH3:5])=O.[Cl:10][C:11]1[CH:18]=[C:17]([Cl:19])[CH:16]=[CH:15][C:12]=1[CH:13]=O.[NH4+:20].[OH-:21]. The catalyst is CCO.C(Cl)Cl. The product is [Cl:10][C:11]1[CH:18]=[C:17]([Cl:19])[CH:16]=[CH:15][C:12]=1[CH:13]1[C:2]([C:1]([O:7][CH2:8][CH3:9])=[O:6])=[C:3]([CH3:5])[NH:20][C:3]([CH3:5])=[C:2]1[C:1]([O:7][CH2:8][CH3:9])=[O:21]. The yield is 0.510.